From a dataset of Reaction yield outcomes from USPTO patents with 853,638 reactions. Predict the reaction yield, written as a fraction of the theoretical maximum amount of product (1.0 means a 100% yield; for example, 0.34 means a 34% yield). (1) The yield is 0.980. The reactants are [Br:1][C:2]1[CH:7]=[CH:6][C:5]([NH:8][C:9](=[O:20])[C:10]2[CH:15]=[CH:14][C:13](Cl)=[C:12]([N+:17]([O-:19])=[O:18])[CH:11]=2)=[CH:4][CH:3]=1.[NH2:21][C:22]1[CH:27]=[CH:26][C:25]([OH:28])=[CH:24][CH:23]=1.[OH-].[K+].Cl. The catalyst is CS(C)=O.O. The product is [NH2:21][C:22]1[CH:27]=[CH:26][C:25]([O:28][C:13]2[CH:14]=[CH:15][C:10]([C:9]([NH:8][C:5]3[CH:6]=[CH:7][C:2]([Br:1])=[CH:3][CH:4]=3)=[O:20])=[CH:11][C:12]=2[N+:17]([O-:19])=[O:18])=[CH:24][CH:23]=1. (2) The catalyst is CO. The reactants are [CH3:1][O:2][C@@H:3]1[CH2:8][CH2:7][NH:6][CH2:5][C@H:4]1[NH:9][P:10](=[O:17])([O:14][CH2:15][CH3:16])[O:11][CH2:12][CH3:13].[CH:18](=O)[C:19]1[CH:24]=[CH:23][CH:22]=[CH:21][CH:20]=1.C(O)(=O)C.[BH3-]C#N.[Na+]. The yield is 0.980. The product is [CH2:18]([N:6]1[CH2:7][CH2:8][C@@H:3]([O:2][CH3:1])[C@H:4]([NH:9][P:10](=[O:17])([O:14][CH2:15][CH3:16])[O:11][CH2:12][CH3:13])[CH2:5]1)[C:19]1[CH:24]=[CH:23][CH:22]=[CH:21][CH:20]=1.